The task is: Binary Classification. Given a miRNA mature sequence and a target amino acid sequence, predict their likelihood of interaction.. This data is from Experimentally validated miRNA-target interactions with 360,000+ pairs, plus equal number of negative samples. (1) Result: 0 (no interaction). The protein sequence of the target gene is MADKVQTTLLFLAVGEFSVGILGNAFIGLVNCMDWVKKRKIASIDLILTSLAISRICLLCVILLDCFILVLYPDVYATGKEMRIIDFFWTLTNHLSIWFATCLSIYYFFKIGNFFHPLFLWMKWRIDRVISWILLGCVVLSVFISLPATENLNADFRFCVKAKRKTNLTWSCRVNKTQHASTKLFLNLATLLPFCVCLMSFFLLILSLRRHIRRMQLSATGCRDPSTEAHVRALKAVISFLLLFIAYYLSFLIATSSYFMPETELAVIFGESIALIYPSSHSFILILGNNKLRHASLKVI.... The miRNA is hsa-miR-1181 with sequence CCGUCGCCGCCACCCGAGCCG. (2) The miRNA is hsa-miR-592 with sequence UUGUGUCAAUAUGCGAUGAUGU. The protein sequence of the target gene is MFGTLLLYCFFLATVPALAETGGERQLSPEKSEIWGPGLKADVVLPARYFYIQAVDTSGNKFTSSPGEKVFQVKVSAPEEQFTRVGVQVLDRKDGSFIVRYRMYASYKNLKVEIKFQGQHVAKSPYILKGPVYHENCDCPLQDSAAWLREMNCPETIAQIQRDLAHFPAVDPEKIAVEIPKRFGQRQSLCHYTLKDNKVYIKTHGEHVGFRIFMDAILLSLTRKVKMPDVELFVNLGDWPLEKKKSNSNIHPIFSWCGSTDSKDIVMPTYDLTDSVLETMGRVSLDMMSVQANTGPPWES.... Result: 0 (no interaction). (3) The miRNA is hsa-miR-495-5p with sequence GAAGUUGCCCAUGUUAUUUUCG. The protein sequence of the target gene is MLTDPDLPQEFERMSSKRPASPYGETDGEVAMVTSRQKVEEEESERLPAFHLPLHVSFPNKPHSEEFQPVSLLTQETCGPRTPTVQHNTMEVDGNKVMSSLSPYNSSTSPQKAEEGGRQSGESVSSAALGTPERRKGSLADVVDTLKQRKMEELIKNEPEDTPSIEKLLSKDWKDKLLAMGSGNFGEIKGTPESLAEKERQLMGMINQLTSLREQLLAAHDEQKKLAASQIEKQRQQMELAKQQQEQIARQQQQLLQQQHKINLLQQQIQVQGQLPPLMIPVFPPDQRTLAAAAQQGFLL.... Result: 0 (no interaction). (4) The miRNA is hsa-miR-935 with sequence CCAGUUACCGCUUCCGCUACCGC. The protein sequence of the target gene is MPVLGVASKLRQPAVGSKPVHTALPIPNLGTTGSQHCSSRPLELTETESSMLSCQLALKSTCEFGEKKPLQGKAKEKEDSKIYTDWANHYLAKSGHKRLIKDLQQDIADGVLLAEIIQIIANEKVEDINGCPRSQSQMIENVDVCLSFLAARGVNVQGLSAEEIRNGNLKAILGLFFSLSRYKQQQHHQQQYYQSLVELQQRVTHASPPSEASQAKTQQDMQSSLAARYATQSNHSGIATSQKKPTRLPGPSRVPAAGSSSKVQGASNLNRRSQSFNSIDKNKPPNYANGNEKDSSKGPQ.... Result: 0 (no interaction). (5) The miRNA is mmu-miR-7054-5p with sequence UAGGAAGGUGGUUGGGCUGAGUACU. The protein sequence of the target gene is MKCLGKRRGQAAAFLPLCWLFLKILQPGHSHLYNNRYAGDKVIRFIPKTEEEAYALKKISYQLKVDLWQPSSISYVSEGTVTDVHIPQNGSRALLAFLQEANIQYKVLIEDLQKTLEKGSSLHTQRNRRSLSGYNYEVYHSLEEIQNWMHHLNKTHSGLIHMFSIGRSYEGRSLFILKLGRRSRLKRAVWIDCGIHAREWIGPAFCQWFVKEALLTYKSDPAMRKMLNHLYFYIMPVFNVDGYHFSWTNDRFWRKTRSRNSRFRCRGVDANRNWKVKWCDEGASMHPCDDTYCGPFPESE.... Result: 0 (no interaction). (6) The miRNA is mmu-miR-466m-3p with sequence UACAUACACACAUACACACGCA. The protein sequence of the target gene is MGANEDQEMELEALRSIYEGDNSFRELSPVSFQYRIGEDGDPKAFLIEVSWTETYPQTAPVISMNAFFNNTISSAVKQSILAKLQEAVEVNLGTAMTYTLFEYAKDHKEQFMENHHPGNSATPVANIISVETPTTAPSSKKKEKKEQLSKAQKRKLADKTDHKGELPRGWNWVDVVKHLSKTGSKDDE. Result: 1 (interaction). (7) The miRNA is hsa-miR-525-5p with sequence CUCCAGAGGGAUGCACUUUCU. The protein sequence of the target gene is MASPAASSVRPPRPKKEPQTLVIPKNAAEEQKLKLERLMKNPDKAVPIPEKMSEWAPRPPPEFVRDVMGSSAGAGSGEFHVYRHLRRREYQRQDYMDAMAEKQKLDAEFQKRLEKNKIAAEEQTAKRRKKRQKLKEKKLLAKKMKLEQKKQEGPGQPKEQGSSSSAEASGTEEEEEVPSFTMGR. Result: 1 (interaction).